From a dataset of Full USPTO retrosynthesis dataset with 1.9M reactions from patents (1976-2016). Predict the reactants needed to synthesize the given product. (1) Given the product [Br:27][CH2:3][C:4](=[O:19])[CH2:5][CH:6]1[CH2:11][CH2:10][N:9]([C:12]([O:14][C:15]([CH3:18])([CH3:17])[CH3:16])=[O:13])[CH2:8][CH2:7]1, predict the reactants needed to synthesize it. The reactants are: C[Si](C)(C)[O:3][C:4](=[CH2:19])[CH2:5][CH:6]1[CH2:11][CH2:10][N:9]([C:12]([O:14][C:15]([CH3:18])([CH3:17])[CH3:16])=[O:13])[CH2:8][CH2:7]1.C(=O)(O)[O-].[Na+].[Br:27]N1C(=O)CCC1=O. (2) Given the product [NH:1]([C:23]([O:25][C:26]([CH3:29])([CH3:27])[CH3:28])=[O:24])[C@H:2]([C:20]([N:46]([O:55][CH3:30])[CH3:50])=[O:21])[CH2:3][CH2:4][CH2:5][NH:6][C:7](=[NH:19])[NH:8][S:9]([C:12]1[CH:18]=[CH:17][C:15]([CH3:16])=[CH:14][CH:13]=1)(=[O:10])=[O:11], predict the reactants needed to synthesize it. The reactants are: [NH:1]([C:23]([O:25][C:26]([CH3:29])([CH3:28])[CH3:27])=[O:24])[C@H:2]([C:20](O)=[O:21])[CH2:3][CH2:4][CH2:5][NH:6][C:7](=[NH:19])[NH:8][S:9]([C:12]1[CH:18]=[CH:17][C:15]([CH3:16])=[CH:14][CH:13]=1)(=[O:11])=[O:10].[CH3:30]CN(C(C)C)C(C)C.F[P-](F)(F)(F)(F)F.[N:46]1([O:55][P+](N(C)C)(N(C)C)N(C)C)[C:50]2C=CC=CC=2N=N1. (3) Given the product [ClH:29].[OH:1][C@@H:2]1[C@@H:15]([NH:16][CH2:17][CH2:18][C:19]2[CH:20]=[CH:21][CH:22]=[CH:23][CH:24]=2)[C:14]2[CH:13]=[C:12]3[C:7]([N:8]([CH3:26])[C:9](=[O:25])[CH2:10][O:11]3)=[CH:6][C:5]=2[O:4][C:3]1([CH3:28])[CH3:27], predict the reactants needed to synthesize it. The reactants are: [OH:1][C@@H:2]1[C@@H:15]([NH:16][CH2:17][CH2:18][C:19]2[CH:24]=[CH:23][CH:22]=[CH:21][CH:20]=2)[C:14]2[CH:13]=[C:12]3[C:7]([N:8]([CH3:26])[C:9](=[O:25])[CH2:10][O:11]3)=[CH:6][C:5]=2[O:4][C:3]1([CH3:28])[CH3:27].[ClH:29].C=C. (4) Given the product [NH2:21][CH:6]([C:5]1[CH:8]=[CH:9][C:2]([F:1])=[CH:3][CH:4]=1)[CH2:11][C:10]([OH:16])=[O:15], predict the reactants needed to synthesize it. The reactants are: [F:1][C:2]1[CH:9]=[CH:8][C:5]([CH:6]=O)=[CH:4][CH:3]=1.[C:10]([OH:16])(=[O:15])[CH2:11]C(O)=O.C([O-])(=O)C.[NH4+:21].